This data is from Reaction yield outcomes from USPTO patents with 853,638 reactions. The task is: Predict the reaction yield, written as a fraction of the theoretical maximum amount of product (1.0 means a 100% yield; for example, 0.34 means a 34% yield). The reactants are [CH:1]([C:4]1[N:5]=[C:6]([C:12]2[CH:13]=[C:14]([NH:22][C:23]([NH:25][CH2:26][CH3:27])=[S:24])[CH:15]=[CH:16][C:17]=2[O:18][CH2:19][CH2:20][CH3:21])[NH:7][C:8](=[O:11])[C:9]=1[Br:10])([CH3:3])[CH3:2].I[CH3:29]. The catalyst is CO. The product is [CH:1]([C:4]1[N:5]=[C:6]([C:12]2[CH:13]=[C:14]([NH:22][C:23](=[N:25][CH2:26][CH3:27])[S:24][CH3:29])[CH:15]=[CH:16][C:17]=2[O:18][CH2:19][CH2:20][CH3:21])[NH:7][C:8](=[O:11])[C:9]=1[Br:10])([CH3:2])[CH3:3]. The yield is 0.850.